Task: Predict hERG channel inhibition at various concentrations.. Dataset: hERG Central: cardiac toxicity at 1µM, 10µM, and general inhibition (1) The drug is Cc1cc(C)n2nc(CC(=O)NC3CCCCCCC3)nc2n1. Results: hERG_inhib (hERG inhibition (general)): blocker. (2) Results: hERG_inhib (hERG inhibition (general)): blocker. The compound is CCc1nn(CCCC(=O)NCc2ccc(OC(C)C)cc2)c(=O)c2cc3occc3n12. (3) The drug is CCOc1ccc(-c2cc(C)[n+](CCN(CC)CC)c(-c3ccc(OCC)cc3)c2)cc1.[O-][Cl+3]([O-])([O-])[O-]. Results: hERG_inhib (hERG inhibition (general)): blocker. (4) The molecule is COc1ccc(S(=O)(=O)N2CCCC(N(C)CCc3ccccc3)C2)cc1OC. Results: hERG_inhib (hERG inhibition (general)): blocker. (5) The drug is CCOc1ccc(CSC(=N)N)cc1[N+](=O)[O-].Cl. Results: hERG_inhib (hERG inhibition (general)): blocker.